This data is from Merck oncology drug combination screen with 23,052 pairs across 39 cell lines. The task is: Regression. Given two drug SMILES strings and cell line genomic features, predict the synergy score measuring deviation from expected non-interaction effect. (1) Drug 1: O=C(O)C1(Cc2cccc(Nc3nccs3)n2)CCC(Oc2cccc(Cl)c2F)CC1. Drug 2: Cn1cc(-c2cnn3c(N)c(Br)c(C4CCCNC4)nc23)cn1. Cell line: NCIH460. Synergy scores: synergy=-10.6. (2) Drug 2: C#Cc1cccc(Nc2ncnc3cc(OCCOC)c(OCCOC)cc23)c1. Cell line: MSTO. Synergy scores: synergy=28.0. Drug 1: CCC1=CC2CN(C1)Cc1c([nH]c3ccccc13)C(C(=O)OC)(c1cc3c(cc1OC)N(C)C1C(O)(C(=O)OC)C(OC(C)=O)C4(CC)C=CCN5CCC31C54)C2. (3) Drug 1: O=P1(N(CCCl)CCCl)NCCCO1. Drug 2: C#Cc1cccc(Nc2ncnc3cc(OCCOC)c(OCCOC)cc23)c1. Cell line: LNCAP. Synergy scores: synergy=-29.9. (4) Drug 1: CS(=O)(=O)CCNCc1ccc(-c2ccc3ncnc(Nc4ccc(OCc5cccc(F)c5)c(Cl)c4)c3c2)o1. Drug 2: COC1CC2CCC(C)C(O)(O2)C(=O)C(=O)N2CCCCC2C(=O)OC(C(C)CC2CCC(OP(C)(C)=O)C(OC)C2)CC(=O)C(C)C=C(C)C(O)C(OC)C(=O)C(C)CC(C)C=CC=CC=C1C. Cell line: KPL1. Synergy scores: synergy=40.0.